Dataset: Peptide-MHC class II binding affinity with 134,281 pairs from IEDB. Task: Regression. Given a peptide amino acid sequence and an MHC pseudo amino acid sequence, predict their binding affinity value. This is MHC class II binding data. (1) The peptide sequence is INLIIHYVHRAGALG. The MHC is DRB1_1201 with pseudo-sequence DRB1_1201. The binding affinity (normalized) is 0.687. (2) The peptide sequence is TQARAAAAAFEQAHA. The MHC is DRB1_0401 with pseudo-sequence DRB1_0401. The binding affinity (normalized) is 0.260. (3) The peptide sequence is VENVRVAYGKCDSAG. The MHC is DRB5_0101 with pseudo-sequence DRB5_0101. The binding affinity (normalized) is 0.587. (4) The peptide sequence is KPLLIAEDVEGEY. The MHC is DRB1_0404 with pseudo-sequence DRB1_0404. The binding affinity (normalized) is 0.305.